This data is from Peptide-MHC class I binding affinity with 185,985 pairs from IEDB/IMGT. The task is: Regression. Given a peptide amino acid sequence and an MHC pseudo amino acid sequence, predict their binding affinity value. This is MHC class I binding data. (1) The peptide sequence is EALSGFLQY. The MHC is HLA-A30:02 with pseudo-sequence HLA-A30:02. The binding affinity (normalized) is 0.234. (2) The peptide sequence is HFKKRFSTL. The MHC is HLA-B39:01 with pseudo-sequence HLA-B39:01. The binding affinity (normalized) is 0.0847. (3) The binding affinity (normalized) is 0.538. The MHC is Mamu-B03 with pseudo-sequence Mamu-B03. The peptide sequence is CRLIRGKMTL.